From a dataset of Forward reaction prediction with 1.9M reactions from USPTO patents (1976-2016). Predict the product of the given reaction. (1) Given the reactants [Na].[Br-].C(OC(=O)CN1CCN(CC(=O)OC(C)(C)C)CCN(CC(=O)OC(C)(C)C)CCN([CH:38]([CH2:46][CH2:47][C:48]([O:50][CH2:51][C:52]2[CH:57]=[CH:56][CH:55]=[CH:54][CH:53]=2)=[O:49])[C:39]([O:41][C:42]([CH3:45])([CH3:44])[CH3:43])=[O:40])CC1)(C)(C)C.Br.N1(CC(OC(C)(C)C)=O)CCNCCN(CC(OC(C)(C)C)=O)CCN(CC(OC(C)(C)C)=O)CC1.[OH-].[Na+].[Br:98]C(CCC([O-])=O)C(OC(C)(C)C)=O, predict the reaction product. The product is: [Br:98][CH:38]([CH2:46][CH2:47][C:48]([O:50][CH2:51][C:52]1[CH:57]=[CH:56][CH:55]=[CH:54][CH:53]=1)=[O:49])[C:39]([O:41][C:42]([CH3:45])([CH3:44])[CH3:43])=[O:40]. (2) The product is: [CH3:22][O:23][C:12]([C:3]1[C:4]2[CH:5]=[CH:6][CH:7]=[N:8][C:9]=2[CH:10]=[CH:11][C:2]=1[NH2:1])=[O:13]. Given the reactants [NH2:1][C:2]1[CH:11]=[CH:10][C:9]2[N:8]=[CH:7][CH:6]=[CH:5][C:4]=2[C:3]=1[C:12](N)=[O:13].S(=O)(=O)(O)O.[OH-].[Na+].[C:22]([O-])(O)=[O:23].[Na+], predict the reaction product. (3) Given the reactants [S:1]1[C:5]2[CH:6]=[CH:7][C:8]([OH:10])=[CH:9][C:4]=2[N:3]=[CH:2]1.[Br:11][CH2:12][CH2:13][CH2:14]Br.C([O-])([O-])=O.[K+].[K+], predict the reaction product. The product is: [Br:11][CH2:12][CH2:13][CH2:14][O:10][C:8]1[CH:7]=[CH:6][C:5]2[S:1][CH:2]=[N:3][C:4]=2[CH:9]=1. (4) Given the reactants [O:1]1[CH2:6][CH2:5][CH:4]([O:7][C:8]2[C:9]3[N:17]=[C:16]([C:18]4[CH:19]=[C:20]([NH2:24])[CH:21]=[N:22][CH:23]=4)[CH:15]=[CH:14][C:10]=3[N:11]=[CH:12][N:13]=2)[CH2:3][CH2:2]1.[Br:25][C:26]1[CH:31]=[C:30]([Br:32])[CH:29]=[CH:28][C:27]=1[S:33](Cl)(=[O:35])=[O:34], predict the reaction product. The product is: [Br:25][C:26]1[CH:31]=[C:30]([Br:32])[CH:29]=[CH:28][C:27]=1[S:33]([NH:24][C:20]1[CH:21]=[N:22][CH:23]=[C:18]([C:16]2[CH:15]=[CH:14][C:10]3[N:11]=[CH:12][N:13]=[C:8]([O:7][CH:4]4[CH2:5][CH2:6][O:1][CH2:2][CH2:3]4)[C:9]=3[N:17]=2)[CH:19]=1)(=[O:35])=[O:34]. (5) Given the reactants [Cl:1][C:2]1[N:3]=[C:4]([O:20][C:21]2([CH3:25])[CH2:24][CH2:23][CH2:22]2)[C:5]2[C:10](I)=[CH:9][N:8]([CH2:12][O:13][CH2:14][CH2:15][Si:16]([CH3:19])([CH3:18])[CH3:17])[C:6]=2[N:7]=1.[CH3:26][C:27]1[O:28][C:29]2[CH:35]=[C:34](B3OC(C)(C)C(C)(C)O3)[CH:33]=[CH:32][C:30]=2[N:31]=1.P([O-])([O-])([O-])=O.[K+].[K+].[K+].O1CCOCC1, predict the reaction product. The product is: [Cl:1][C:2]1[N:3]=[C:4]([O:20][C:21]2([CH3:25])[CH2:24][CH2:23][CH2:22]2)[C:5]2[C:10]([C:34]3[CH:33]=[CH:32][C:30]4[N:31]=[C:27]([CH3:26])[O:28][C:29]=4[CH:35]=3)=[CH:9][N:8]([CH2:12][O:13][CH2:14][CH2:15][Si:16]([CH3:19])([CH3:18])[CH3:17])[C:6]=2[N:7]=1. (6) Given the reactants [Br:1][C:2]1[CH:3]=[C:4]([CH:11]=[O:12])[C:5]2[O:9][CH2:8][CH2:7][C:6]=2[CH:10]=1.C1(C)C=CC(S([CH2:22][N+:23]#[C-:24])(=O)=O)=CC=1.C(=O)([O-])[O-].[K+].[K+], predict the reaction product. The product is: [Br:1][C:2]1[CH:3]=[C:4]([C:11]2[O:12][CH:24]=[N:23][CH:22]=2)[C:5]2[O:9][CH2:8][CH2:7][C:6]=2[CH:10]=1.